This data is from Full USPTO retrosynthesis dataset with 1.9M reactions from patents (1976-2016). The task is: Predict the reactants needed to synthesize the given product. (1) Given the product [ClH:23].[N:20]1[CH:21]=[CH:22][C:17]([N:15]([CH2:14][CH:11]2[CH2:10][CH2:9][NH:8][CH2:13][CH2:12]2)[CH3:16])=[N:18][CH:19]=1, predict the reactants needed to synthesize it. The reactants are: C(OC([N:8]1[CH2:13][CH2:12][CH:11]([CH2:14][N:15]([C:17]2[CH:22]=[CH:21][N:20]=[C:19]([Cl:23])[N:18]=2)[CH3:16])[CH2:10][CH2:9]1)=O)(C)(C)C.[H][H]. (2) Given the product [S:19]1[C:20]2[CH:27]=[CH:26][CH:25]=[C:24]([NH:28][C:43](=[O:44])[CH2:42][C:37]3[NH:38][C:39](=[O:41])[CH:40]=[C:35]([N:29]4[CH2:34][CH2:33][O:32][CH2:31][CH2:30]4)[N:36]=3)[C:21]=2[CH:22]=[CH:23]1, predict the reactants needed to synthesize it. The reactants are: N1C=CC=CC=1.Cl.CN(C)CCCN=C=NCC.[S:19]1[CH:23]=[CH:22][C:21]2[C:24]([NH2:28])=[CH:25][CH:26]=[CH:27][C:20]1=2.[N:29]1([C:35]2[N:36]=[C:37]([CH2:42][C:43]([O-])=[O:44])[NH:38][C:39](=[O:41])[CH:40]=2)[CH2:34][CH2:33][O:32][CH2:31][CH2:30]1.[Na+]. (3) Given the product [CH3:51][N:14]([CH3:13])[C:15]1[N:16]([C:40]2[CH:41]=[CH:42][C:43]3[O:47][C:46]([CH3:49])([CH3:48])[CH2:45][C:44]=3[CH:50]=2)[C:17](=[O:39])[C:18]([CH2:24][C:25]2[CH:26]=[CH:27][C:28]([C:31]3[CH:36]=[CH:35][CH:34]=[CH:33][C:32]=3[C:37]3[NH:3][C:4](=[O:7])[O:5][N:38]=3)=[CH:29][CH:30]=2)=[C:19]([CH2:21][CH2:22][CH3:23])[N:20]=1, predict the reactants needed to synthesize it. The reactants are: [Cl-].O[NH3+:3].[C:4](=[O:7])([O-])[OH:5].[Na+].CS(C)=O.[CH3:13][N:14]([CH3:51])[C:15]1[N:16]([C:40]2[CH:41]=[CH:42][C:43]3[O:47][C:46]([CH3:49])([CH3:48])[CH2:45][C:44]=3[CH:50]=2)[C:17](=[O:39])[C:18]([CH2:24][C:25]2[CH:30]=[CH:29][C:28]([C:31]3[C:32]([C:37]#[N:38])=[CH:33][CH:34]=[CH:35][CH:36]=3)=[CH:27][CH:26]=2)=[C:19]([CH2:21][CH2:22][CH3:23])[N:20]=1. (4) The reactants are: C(OC([N:8]1[CH2:13][CH2:12][N:11]([C:14]([C:16]2[C:24]3[C:19](=[CH:20][CH:21]=[CH:22][CH:23]=3)[N:18]([C:25]3[CH:30]=[CH:29][CH:28]=[CH:27][CH:26]=3)[C:17]=2[O:31][C:32]2[CH:37]=[C:36]([F:38])[CH:35]=[CH:34][C:33]=2[CH3:39])=[O:15])[CH2:10][CH2:9]1)=O)(C)(C)C.[C:40]([OH:46])([C:42]([F:45])([F:44])[F:43])=[O:41]. Given the product [F:38][C:36]1[CH:35]=[CH:34][C:33]([CH3:39])=[C:32]([CH:37]=1)[O:31][C:17]1[N:18]([C:25]2[CH:26]=[CH:27][CH:28]=[CH:29][CH:30]=2)[C:19]2[C:24]([C:16]=1[C:14]([N:11]1[CH2:10][CH2:9][NH:8][CH2:13][CH2:12]1)=[O:15])=[CH:23][CH:22]=[CH:21][CH:20]=2.[F:43][C:42]([F:45])([F:44])[C:40]([OH:46])=[O:41].[F:38][C:36]1[CH:35]=[CH:34][C:33]([CH3:39])=[C:32]([CH:37]=1)[O:31][C:17]1[N:18]([C:25]2[CH:26]=[CH:27][CH:28]=[CH:29][CH:30]=2)[C:19]2[C:24]([C:16]=1[C:14]([N:11]1[CH2:10][CH2:9][NH:8][CH2:13][CH2:12]1)=[O:15])=[CH:23][CH:22]=[CH:21][CH:20]=2, predict the reactants needed to synthesize it. (5) Given the product [N:34]1([C:38]([C:40]2[CH:41]=[CH:42][C:43]([O:31][C:29]3[CH:28]=[C:19]([CH:18]=[C:17]([O:16][C@@H:14]([CH3:15])[CH2:13][O:12][Si:11]([C:8]([CH3:9])([CH3:10])[CH3:7])([CH3:33])[CH3:32])[CH:30]=3)[C:20]([NH:22][C:23]3[S:24][CH:25]=[CH:26][N:27]=3)=[O:21])=[N:44][CH:45]=2)=[O:39])[CH2:37][CH2:36][CH2:35]1, predict the reactants needed to synthesize it. The reactants are: C(=O)([O-])[O-].[K+].[K+].[CH3:7][C:8]([Si:11]([CH3:33])([CH3:32])[O:12][CH2:13][C@@H:14]([O:16][C:17]1[CH:18]=[C:19]([CH:28]=[C:29]([OH:31])[CH:30]=1)[C:20]([NH:22][C:23]1[S:24][CH:25]=[CH:26][N:27]=1)=[O:21])[CH3:15])([CH3:10])[CH3:9].[N:34]1([C:38]([C:40]2[CH:41]=[CH:42][C:43](Cl)=[N:44][CH:45]=2)=[O:39])[CH2:37][CH2:36][CH2:35]1. (6) Given the product [NH:23]([C:8]([NH:7][C:5]1[S:4][C:3]([C:17]([O:19][CH2:20][CH3:21])=[O:18])=[C:2]([CH3:1])[CH:6]=1)=[O:9])[NH2:24], predict the reactants needed to synthesize it. The reactants are: [CH3:1][C:2]1[CH:6]=[C:5]([NH:7][C:8](OC2C=CC=CC=2)=[O:9])[S:4][C:3]=1[C:17]([O:19][CH2:20][CH3:21])=[O:18].O.[NH2:23][NH2:24].